Dataset: Forward reaction prediction with 1.9M reactions from USPTO patents (1976-2016). Task: Predict the product of the given reaction. (1) Given the reactants [NH2:1][C:2]1[CH:7]=[CH:6][CH:5]=[CH:4][C:3]=1[NH:8][C:9]([C:11]1[C:23]2[C:22](=[O:24])[C:21]3[C:16](=[CH:17][CH:18]=[CH:19][CH:20]=3)[C:15]=2[CH:14]=[CH:13][CH:12]=1)=[O:10].Cl.N([O-])=O.[Na+].[N-:30]=[N+:31]=[N-].[Na+], predict the reaction product. The product is: [N:1]([C:2]1[CH:7]=[CH:6][CH:5]=[CH:4][C:3]=1[NH:8][C:9]([C:11]1[C:23]2[C:22](=[O:24])[C:21]3[C:16](=[CH:17][CH:18]=[CH:19][CH:20]=3)[C:15]=2[CH:14]=[CH:13][CH:12]=1)=[O:10])=[N+:30]=[N-:31]. (2) Given the reactants [H-].[Na+].[CH3:3][N:4]([CH3:10])[CH2:5][CH:6]([OH:9])[CH2:7][OH:8].CS(O[CH2:16][CH2:17][CH2:18][CH2:19][CH2:20][CH2:21][CH2:22][CH2:23]/[CH:24]=[CH:25]\[CH2:26]/[CH:27]=[CH:28]\[CH2:29][CH2:30][CH2:31][CH2:32][CH3:33])(=O)=O, predict the reaction product. The product is: [CH2:16]([O:8][CH2:7][CH:6]([O:9][CH2:16][CH2:17][CH2:18][CH2:19][CH2:20][CH2:21][CH2:22][CH2:23]/[CH:24]=[CH:25]\[CH2:26]/[CH:27]=[CH:28]\[CH2:29][CH2:30][CH2:31][CH2:32][CH3:33])[CH2:5][N:4]([CH3:10])[CH3:3])[CH2:17][CH2:18][CH2:19][CH2:20][CH2:21][CH2:22][CH2:23]/[CH:24]=[CH:25]\[CH2:26]/[CH:27]=[CH:28]\[CH2:29][CH2:30][CH2:31][CH2:32][CH3:33]. (3) Given the reactants [C:1]([C:3]([C:18]1[S:22][C:21]([Br:23])=[CH:20][CH:19]=1)([CH:15]([CH3:17])[CH3:16])[CH2:4][CH2:5][CH2:6]O[Si](C(C)(C)C)(C)C)#[N:2].C(C(C1SC(Br)=CC=1)(C(C)C)CCCO)#N.[C:40]([C:42]1[CH:43]=[C:44]([CH:54]=[CH:55][CH:56]=1)[O:45][CH2:46][CH2:47][N:48]1[CH2:53][CH2:52][NH:51][CH2:50][CH2:49]1)#[N:41], predict the reaction product. The product is: [C:1]([C:3]([C:18]1[S:22][C:21]([Br:23])=[CH:20][CH:19]=1)([CH:15]([CH3:16])[CH3:17])[CH2:4][CH2:5][CH2:6][N:51]1[CH2:50][CH2:49][N:48]([CH2:47][CH2:46][O:45][C:44]2[CH:54]=[CH:55][CH:56]=[C:42]([C:40]#[N:41])[CH:43]=2)[CH2:53][CH2:52]1)#[N:2]. (4) Given the reactants [F:1][C:2]1[CH:3]=[C:4]([C:9]2[C:10](=[O:23])[N:11]([CH3:22])[C:12]([NH:15][C:16]3[CH:21]=[CH:20][CH:19]=[CH:18][CH:17]=3)=[CH:13][CH:14]=2)[CH:5]=[CH:6][C:7]=1[OH:8].Cl[C:25]1[C:34]2[C:29](=[CH:30][C:31]([O:37][CH2:38][CH2:39][CH2:40][N:41]3[CH2:46][CH2:45][O:44][CH2:43][CH2:42]3)=[C:32]([O:35][CH3:36])[CH:33]=2)[N:28]=[CH:27][CH:26]=1, predict the reaction product. The product is: [F:1][C:2]1[CH:3]=[C:4]([C:9]2[C:10](=[O:23])[N:11]([CH3:22])[C:12]([NH:15][C:16]3[CH:17]=[CH:18][CH:19]=[CH:20][CH:21]=3)=[CH:13][CH:14]=2)[CH:5]=[CH:6][C:7]=1[O:8][C:25]1[C:34]2[C:29](=[CH:30][C:31]([O:37][CH2:38][CH2:39][CH2:40][N:41]3[CH2:42][CH2:43][O:44][CH2:45][CH2:46]3)=[C:32]([O:35][CH3:36])[CH:33]=2)[N:28]=[CH:27][CH:26]=1. (5) Given the reactants Br[C:2]1[CH:3]=[CH:4][C:5]([F:18])=[C:6]([C@:8]2([CH3:17])[CH2:13][S:12](=[O:15])(=[O:14])[CH2:11][C:10]([NH2:16])=[N:9]2)[CH:7]=1, predict the reaction product. The product is: [F:18][C:5]1[CH:4]=[CH:3][CH:2]=[CH:7][C:6]=1[C@:8]1([CH3:17])[CH2:13][S:12](=[O:14])(=[O:15])[CH2:11][C:10]([NH2:16])=[N:9]1. (6) Given the reactants C([N:4]([CH:42]([CH3:44])[CH3:43])[C:5]1[N:10]=[CH:9][C:8]([C:11]2[S:15][C:14]([C:16]3[C:38]([Cl:39])=[CH:37][C:19]([O:20][CH2:21][C@H:22]4[C@@H:26]([CH3:27])[O:25][C:24]([CH3:29])([CH3:28])[N:23]4[C:30]([O:32][C:33]([CH3:36])([CH3:35])[CH3:34])=[O:31])=[C:18]([F:40])[CH:17]=3)=[N:13][N:12]=2)=[CH:7][C:6]=1[Cl:41])C=C.CN1C(=O)CC(=O)N(C)C1=O, predict the reaction product. The product is: [Cl:39][C:38]1[C:16]([C:14]2[S:15][C:11]([C:8]3[CH:9]=[N:10][C:5]([NH:4][CH:42]([CH3:44])[CH3:43])=[C:6]([Cl:41])[CH:7]=3)=[N:12][N:13]=2)=[CH:17][C:18]([F:40])=[C:19]([CH:37]=1)[O:20][CH2:21][C@H:22]1[C@@H:26]([CH3:27])[O:25][C:24]([CH3:29])([CH3:28])[N:23]1[C:30]([O:32][C:33]([CH3:34])([CH3:36])[CH3:35])=[O:31].